Dataset: Reaction yield outcomes from USPTO patents with 853,638 reactions. Task: Predict the reaction yield, written as a fraction of the theoretical maximum amount of product (1.0 means a 100% yield; for example, 0.34 means a 34% yield). (1) The reactants are [CH3:1][C:2]1[N:7]=[CH:6][C:5]([CH2:8][CH2:9][N:10]([C:12]2[CH:21]=[CH:20][C:15]([C:16]([O:18]C)=[O:17])=[CH:14][CH:13]=2)N)=[CH:4][CH:3]=1.[CH3:22][N:23]1[CH2:28][CH2:27][C:26](=O)[CH2:25][CH2:24]1. The catalyst is Cl. The product is [CH3:22][N:23]1[CH2:28][CH2:27][C:26]2[N:10]([CH2:9][CH2:8][C:5]3[CH:6]=[N:7][C:2]([CH3:1])=[CH:3][CH:4]=3)[C:12]3[CH:21]=[CH:20][C:15]([C:16]([OH:18])=[O:17])=[CH:14][C:13]=3[C:25]=2[CH2:24]1. The yield is 0.0400. (2) The reactants are [N+](C1C=CC(COC([N:12]2[CH2:17][CH2:16][C@H:15]([OH:18])[C@H:14]([OH:19])[CH2:13]2)=O)=CC=1)([O-])=O.[CH3:22][C:23]([OH:25])=[O:24]. The catalyst is CO.[Pd]. The product is [NH:12]1[CH2:17][CH2:16][C@H:15]([OH:18])[C@H:14]([OH:19])[CH2:13]1.[CH3:22][C:23]([OH:25])=[O:24]. The yield is 0.930. (3) The reactants are [Br:1][C:2]1[CH:3]=[N:4][CH:5]=[C:6](Br)[CH:7]=1.[CH3:9][O-:10].[Na+].CO. The catalyst is CN(C=O)C. The product is [Br:1][C:2]1[CH:3]=[N:4][CH:5]=[C:6]([O:10][CH3:9])[CH:7]=1. The yield is 0.930. (4) The reactants are [NH2:1][C@H:2]([C:4]1[N:5]([C:16]2[CH:21]=[CH:20][CH:19]=[CH:18][CH:17]=2)[C:6](=[O:15])[C:7]2[C:12]([CH:13]=1)=[CH:11][CH:10]=[CH:9][C:8]=2[CH3:14])[CH3:3].Cl[C:23]1[C:24]2[C:31]([C:32]#[N:33])=[CH:30][NH:29][C:25]=2[N:26]=[CH:27][N:28]=1.CCN(CC)CC. The catalyst is CCCCO. The product is [CH3:14][C:8]1[CH:9]=[CH:10][CH:11]=[C:12]2[C:7]=1[C:6](=[O:15])[N:5]([C:16]1[CH:21]=[CH:20][CH:19]=[CH:18][CH:17]=1)[C:4]([C@@H:2]([NH:1][C:23]1[C:24]3[C:31]([C:32]#[N:33])=[CH:30][NH:29][C:25]=3[N:26]=[CH:27][N:28]=1)[CH3:3])=[CH:13]2. The yield is 0.280. (5) The reactants are [OH:1][CH:2]1[CH2:7][CH2:6][NH:5][CH2:4][CH2:3]1.CC([O-])(C)C.[K+].F[C:15]1[CH:22]=[CH:21][C:18]([C:19]#[N:20])=[C:17]([CH3:23])[CH:16]=1. The catalyst is CC(OC)(C)C.C1COCC1. The product is [CH3:23][C:17]1[CH:16]=[C:15]([O:1][CH:2]2[CH2:7][CH2:6][NH:5][CH2:4][CH2:3]2)[CH:22]=[CH:21][C:18]=1[C:19]#[N:20]. The yield is 0.940. (6) The reactants are [NH2:1][C@@H:2]1[C:10]2[C:5](=[CH:6][CH:7]=[CH:8][CH:9]=2)[CH2:4][CH2:3]1.[Br:11][C:12]1[CH:13]=[C:14]([S:18](Cl)(=[O:20])=[O:19])[CH:15]=[CH:16][CH:17]=1. No catalyst specified. The product is [Br:11][C:12]1[CH:13]=[C:14]([S:18]([NH:1][C@@H:2]2[C:10]3[C:5](=[CH:6][CH:7]=[CH:8][CH:9]=3)[CH2:4][CH2:3]2)(=[O:20])=[O:19])[CH:15]=[CH:16][CH:17]=1. The yield is 0.520.